This data is from Forward reaction prediction with 1.9M reactions from USPTO patents (1976-2016). The task is: Predict the product of the given reaction. (1) Given the reactants [F:1][C:2]1[CH:3]=[CH:4][C:5]2[N:14]=[C:13]([N:15]3[CH2:20][CH2:19][NH:18][C@@H:17]([CH2:21][CH2:22][C:23]4[CH:28]=[CH:27][CH:26]=[C:25]([O:29][CH3:30])[CH:24]=4)[CH2:16]3)[C:12]3[C:11]4[CH:31]=[CH:32][CH:33]=[CH:34][C:10]=4[S:9][C:8]=3[NH:7][C:6]=2[CH:35]=1.[C:36](O[BH-](OC(=O)C)OC(=O)C)(=O)C.[Na+].C=O, predict the reaction product. The product is: [F:1][C:2]1[CH:3]=[CH:4][C:5]2[N:14]=[C:13]([N:15]3[CH2:20][CH2:19][N:18]([CH3:36])[C@@H:17]([CH2:21][CH2:22][C:23]4[CH:28]=[CH:27][CH:26]=[C:25]([O:29][CH3:30])[CH:24]=4)[CH2:16]3)[C:12]3[C:11]4[CH:31]=[CH:32][CH:33]=[CH:34][C:10]=4[S:9][C:8]=3[NH:7][C:6]=2[CH:35]=1. (2) The product is: [CH3:1][O:2][C:3]1[CH:12]=[C:11]2[C:6]([C:7]([O:13][CH2:14][C:15]3[N:19]4[CH:20]=[C:21]([C:24]([NH:37][CH2:36][CH2:35][N:33]([CH3:34])[C:32](=[O:38])[O:31][C:27]([CH3:28])([CH3:29])[CH3:30])=[O:25])[CH:22]=[CH:23][C:18]4=[N:17][N:16]=3)=[CH:8][CH:9]=[N:10]2)=[CH:5][CH:4]=1. Given the reactants [CH3:1][O:2][C:3]1[CH:12]=[C:11]2[C:6]([C:7]([O:13][CH2:14][C:15]3[N:19]4[CH:20]=[C:21]([C:24](O)=[O:25])[CH:22]=[CH:23][C:18]4=[N:17][N:16]=3)=[CH:8][CH:9]=[N:10]2)=[CH:5][CH:4]=1.[C:27]([O:31][C:32](=[O:38])[N:33]([CH2:35][CH2:36][NH2:37])[CH3:34])([CH3:30])([CH3:29])[CH3:28].F[P-](F)(F)(F)(F)F.N1(OC(N(C)C)=[N+](C)C)C2N=CC=CC=2N=N1.C(N(CC)CC)C, predict the reaction product. (3) Given the reactants [Si]([O:8][C:9]1[C:13]([CH2:14][C:15]2[CH:20]=[CH:19][C:18]([CH2:21][CH3:22])=[CH:17][CH:16]=2)=[C:12]([C:23]([F:26])([F:25])[F:24])[N:11]([CH:27]([CH2:30][F:31])[CH2:28][F:29])[N:10]=1)(C(C)(C)C)(C)C.[F-].C([N+](CCCC)(CCCC)CCCC)CCC.O1CCCC1, predict the reaction product. The product is: [CH2:21]([C:18]1[CH:17]=[CH:16][C:15]([CH2:14][C:13]2[C:9](=[O:8])[NH:10][N:11]([CH:27]([CH2:30][F:31])[CH2:28][F:29])[C:12]=2[C:23]([F:24])([F:25])[F:26])=[CH:20][CH:19]=1)[CH3:22]. (4) Given the reactants Br[C:2]1[CH:7]=[CH:6][C:5]([N:8]([C:16]2[CH:21]=[CH:20][C:19](Br)=[CH:18][CH:17]=2)[C:9]2[CH:14]=[CH:13][C:12](Br)=[CH:11][CH:10]=2)=[CH:4][CH:3]=1.[CH3:23][O:24][C:25]1[CH:30]=[CH:29][C:28](B2OC(C)(C)C(C)(C)O2)=[CH:27][CH:26]=1.[C:40](=[O:43])([O-])[O-].[K+].[K+], predict the reaction product. The product is: [CH3:23][O:24][C:25]1[CH:30]=[CH:29][C:28]([C:2]2[CH:7]=[CH:6][C:5]([N:8]([C:16]3[CH:21]=[CH:20][C:19]([C:28]4[CH:27]=[CH:26][C:25]([O:24][CH3:23])=[CH:30][CH:29]=4)=[CH:18][CH:17]=3)[C:9]3[CH:14]=[CH:13][C:12]([C:2]4[CH:7]=[CH:6][C:5]([O:43][CH3:40])=[CH:4][CH:3]=4)=[CH:11][CH:10]=3)=[CH:4][CH:3]=2)=[CH:27][CH:26]=1. (5) Given the reactants ClC(N(C)C)=C(C)C.[N:9]1([C:13]([C:15]2[N:20]=[CH:19][C:18]([O:21][C:22]3[CH:23]=[C:24]([CH:28]=[C:29]([O:31][C@H:32]4[CH2:36][CH2:35][N:34]([CH3:37])[C:33]4=[O:38])[CH:30]=3)[C:25]([OH:27])=O)=[CH:17][CH:16]=2)=[O:14])[CH2:12][CH2:11][CH2:10]1.[NH2:39][C:40]1[CH:45]=[N:44][CH:43]=[CH:42][N:41]=1.N1C=CC=CC=1, predict the reaction product. The product is: [N:9]1([C:13]([C:15]2[N:20]=[CH:19][C:18]([O:21][C:22]3[CH:23]=[C:24]([CH:28]=[C:29]([O:31][C@H:32]4[CH2:36][CH2:35][N:34]([CH3:37])[C:33]4=[O:38])[CH:30]=3)[C:25]([NH:39][C:40]3[CH:45]=[N:44][CH:43]=[CH:42][N:41]=3)=[O:27])=[CH:17][CH:16]=2)=[O:14])[CH2:10][CH2:11][CH2:12]1.